This data is from Full USPTO retrosynthesis dataset with 1.9M reactions from patents (1976-2016). The task is: Predict the reactants needed to synthesize the given product. (1) Given the product [OH:11][C:5]1[CH:4]=[CH:3][C:2]([I:1])=[CH:10][C:6]=1[C:7]([NH:17][C:16]1[CH:18]=[C:19]([C:21]([F:22])([F:23])[F:24])[CH:20]=[C:14]([C:13]([F:12])([F:25])[F:26])[CH:15]=1)=[O:9], predict the reactants needed to synthesize it. The reactants are: [I:1][C:2]1[CH:10]=[C:6]([C:7]([OH:9])=O)[C:5]([OH:11])=[CH:4][CH:3]=1.[F:12][C:13]([F:26])([F:25])[C:14]1[CH:15]=[C:16]([CH:18]=[C:19]([C:21]([F:24])([F:23])[F:22])[CH:20]=1)[NH2:17]. (2) Given the product [CH3:1][O:2][C:3](=[O:26])[CH2:4][C:5]1[C:14]([C:15]#[CH:16])=[C:13]([O:21][C:22](=[O:24])[CH3:23])[C:12]2[C:7](=[CH:8][CH:9]=[C:10]([F:25])[CH:11]=2)[CH:6]=1, predict the reactants needed to synthesize it. The reactants are: [CH3:1][O:2][C:3](=[O:26])[CH2:4][C:5]1[C:14]([C:15]#[C:16][Si](C)(C)C)=[C:13]([O:21][C:22](=[O:24])[CH3:23])[C:12]2[C:7](=[CH:8][CH:9]=[C:10]([F:25])[CH:11]=2)[CH:6]=1.[F-].[K+]. (3) Given the product [N:22]([CH2:7][CH2:8][CH2:9][O:10][C:11]1[CH:12]=[CH:13][C:14]([N+:19]([O-:21])=[O:20])=[C:15]([CH2:17][OH:18])[CH:16]=1)=[N+:23]=[N-:24], predict the reactants needed to synthesize it. The reactants are: CN(C=O)C.Cl[CH2:7][CH2:8][CH2:9][O:10][C:11]1[CH:12]=[CH:13][C:14]([N+:19]([O-:21])=[O:20])=[C:15]([CH2:17][OH:18])[CH:16]=1.[N-:22]=[N+:23]=[N-:24].[Na+]. (4) The reactants are: [CH2:1]([O:8][C:9]1[C:10](=[O:29])[CH:11]=[C:12]([CH2:17][NH:18][S:19]([C:22]2[CH:27]=[CH:26][CH:25]=[C:24]([Cl:28])[CH:23]=2)(=[O:21])=[O:20])[O:13][C:14]=1[CH:15]=[O:16])[C:2]1[CH:7]=[CH:6][CH:5]=[CH:4][CH:3]=1.C1(S(C(N)C2OC(C(O)=O)=C(OCC3C=CC=CC=3)C(=O)C=2)(=O)=[O:37])C=CC=CC=1. Given the product [CH2:1]([O:8][C:9]1[C:10](=[O:29])[CH:11]=[C:12]([CH2:17][NH:18][S:19]([C:22]2[CH:27]=[CH:26][CH:25]=[C:24]([Cl:28])[CH:23]=2)(=[O:21])=[O:20])[O:13][C:14]=1[C:15]([OH:37])=[O:16])[C:2]1[CH:7]=[CH:6][CH:5]=[CH:4][CH:3]=1, predict the reactants needed to synthesize it. (5) Given the product [NH2:23][CH2:22][CH2:21][CH2:20][CH:19]([NH:18][C:13]1[CH:14]=[C:15]([O:16][CH3:17])[C:6]([O:5][C:4]2[CH:36]=[CH:37][C:38]([Cl:39])=[C:2]([Cl:1])[CH:3]=2)=[C:7]2[C:12]=1[N:11]=[CH:10][CH:9]=[C:8]2[CH3:35])[CH3:34], predict the reactants needed to synthesize it. The reactants are: [Cl:1][C:2]1[CH:3]=[C:4]([CH:36]=[CH:37][C:38]=1[Cl:39])[O:5][C:6]1[C:15]([O:16][CH3:17])=[CH:14][C:13]([NH:18][CH:19]([CH3:34])[CH2:20][CH2:21][CH2:22][N:23]2C(=O)C3=CC=CC=C3C2=O)=[C:12]2[C:7]=1[C:8]([CH3:35])=[CH:9][CH:10]=[N:11]2. (6) Given the product [NH:1]1[C:9]2[C:4](=[C:5]([C:10]3[N:14]=[C:13]([C:15]4[CH:16]=[CH:17][C:18]5[O:22][C:21]([CH3:23])=[CH:20][C:19]=5[CH:24]=4)[O:12][N:11]=3)[CH:6]=[CH:7][CH:8]=2)[CH2:3][CH2:2]1, predict the reactants needed to synthesize it. The reactants are: [NH:1]1[C:9]2[C:4](=[C:5]([C:10]3[N:14]=[C:13]([C:15]4[CH:16]=[CH:17][C:18]5[O:22][C:21]([CH3:23])=[CH:20][C:19]=5[CH:24]=4)[O:12][N:11]=3)[CH:6]=[CH:7][CH:8]=2)[CH:3]=[CH:2]1.C(OC1C=C(C2ON=C(C3C=CC=C4C=3C=CN4)N=2)C=CC=1OCC)C. (7) Given the product [NH2:1][C:2]1[N:7]=[C:6]([N:8]([CH2:15][CH2:16][O:17][CH3:18])[C:9]2[CH:14]=[CH:13][CH:12]=[CH:11][CH:10]=2)[N:5]=[C:4]([C:19]2[N:23]=[C:22]([C:24]3[CH:25]=[CH:26][C:27]([CH2:30][OH:31])=[N:28][CH:29]=3)[O:21][N:20]=2)[N:3]=1, predict the reactants needed to synthesize it. The reactants are: [NH2:1][C:2]1[N:7]=[C:6]([N:8]([CH2:15][CH2:16][O:17][CH3:18])[C:9]2[CH:14]=[CH:13][CH:12]=[CH:11][CH:10]=2)[N:5]=[C:4]([C:19]2[N:23]=[C:22]([C:24]3[CH:25]=[CH:26][C:27]([C:30](OC)=[O:31])=[N:28][CH:29]=3)[O:21][N:20]=2)[N:3]=1.[BH4-].[Na+].